Dataset: Caco-2 cell permeability data measuring drug intestinal absorption for ~900 compounds. Task: Regression/Classification. Given a drug SMILES string, predict its absorption, distribution, metabolism, or excretion properties. Task type varies by dataset: regression for continuous measurements (e.g., permeability, clearance, half-life) or binary classification for categorical outcomes (e.g., BBB penetration, CYP inhibition). For this dataset (caco2_wang), we predict Y. The molecule is COc1cc(N)c(Cl)cc1C(=O)NC1CCN(CCCOc2ccc(F)cc2)CC1OC. The Y is -4.52 log Papp (cm/s).